Dataset: NCI-60 drug combinations with 297,098 pairs across 59 cell lines. Task: Regression. Given two drug SMILES strings and cell line genomic features, predict the synergy score measuring deviation from expected non-interaction effect. (1) Drug 1: CCC(=C(C1=CC=CC=C1)C2=CC=C(C=C2)OCCN(C)C)C3=CC=CC=C3.C(C(=O)O)C(CC(=O)O)(C(=O)O)O. Drug 2: C1CN(CCN1C(=O)CCBr)C(=O)CCBr. Cell line: HCC-2998. Synergy scores: CSS=29.5, Synergy_ZIP=-3.87, Synergy_Bliss=2.32, Synergy_Loewe=-1.42, Synergy_HSA=2.13. (2) Drug 1: C1CCC(C1)C(CC#N)N2C=C(C=N2)C3=C4C=CNC4=NC=N3. Drug 2: C1=CN(C(=O)N=C1N)C2C(C(C(O2)CO)O)O.Cl. Cell line: SK-MEL-2. Synergy scores: CSS=20.2, Synergy_ZIP=7.74, Synergy_Bliss=9.87, Synergy_Loewe=-15.1, Synergy_HSA=4.76.